This data is from Forward reaction prediction with 1.9M reactions from USPTO patents (1976-2016). The task is: Predict the product of the given reaction. (1) The product is: [CH3:1][O:2][C:3](=[O:37])[CH:4]([C:9]1[CH:10]=[C:11]([C:23]2[CH:28]=[C:27]([C:29]([F:31])([F:30])[F:32])[CH:26]=[C:25]([C:33]([F:34])([F:35])[F:36])[CH:24]=2)[CH:12]=[C:13]([C:41]2[CH:42]=[CH:43][C:44]([Cl:45])=[C:39]([F:38])[CH:40]=2)[CH:14]=1)[CH2:5][CH:6]([CH3:8])[CH3:7]. Given the reactants [CH3:1][O:2][C:3](=[O:37])[CH:4]([C:9]1[CH:10]=[C:11]([C:23]2[CH:28]=[C:27]([C:29]([F:32])([F:31])[F:30])[CH:26]=[C:25]([C:33]([F:36])([F:35])[F:34])[CH:24]=2)[CH:12]=[C:13](OS(C(F)(F)F)(=O)=O)[CH:14]=1)[CH2:5][CH:6]([CH3:8])[CH3:7].[F:38][C:39]1[CH:40]=[C:41](B(O)O)[CH:42]=[CH:43][C:44]=1[Cl:45], predict the reaction product. (2) Given the reactants Cl.CO[C:4](=[O:10])[C@H:5]([CH:7]([CH3:9])[CH3:8])[NH2:6].[N:11]([C:14]1[CH:15]=[CH:16][C:17]([O:20][C:21](=[O:30])[N:22]([CH3:29])[C:23]2[CH:28]=[CH:27][CH:26]=[CH:25][CH:24]=2)=[N:18][CH:19]=1)=[C:12]=[S:13].CO.C(N(CC)CC)C, predict the reaction product. The product is: [CH:7]([C@H:5]1[C:4](=[O:10])[N:11]([C:14]2[CH:15]=[CH:16][C:17]([O:20][C:21](=[O:30])[N:22]([CH3:29])[C:23]3[CH:28]=[CH:27][CH:26]=[CH:25][CH:24]=3)=[N:18][CH:19]=2)[C:12](=[S:13])[NH:6]1)([CH3:8])[CH3:9]. (3) Given the reactants [Br:1][C:2]1[CH:10]=[CH:9][C:5]([C:6]([OH:8])=[O:7])=[C:4]([N+:11]([O-:13])=[O:12])[CH:3]=1.[C:14]([O-])([O-])=O.[K+].[K+].CI, predict the reaction product. The product is: [Br:1][C:2]1[CH:10]=[CH:9][C:5]([C:6]([O:8][CH3:14])=[O:7])=[C:4]([N+:11]([O-:13])=[O:12])[CH:3]=1. (4) Given the reactants [CH2:1]([O:3][C:4](=[O:12])[C:5](=O)[C:6]1[S:7][CH:8]=[CH:9][CH:10]=1)[CH3:2].[CH3:13][CH:14]([CH3:19])[CH2:15][CH2:16][NH:17][NH2:18], predict the reaction product. The product is: [CH2:1]([O:3][C:4](=[O:12])[C:5](=[N:18][NH:17][CH2:16][CH2:15][CH:14]([CH3:19])[CH3:13])[C:6]1[S:7][CH:8]=[CH:9][CH:10]=1)[CH3:2]. (5) Given the reactants [N:1]1[CH:6]=[CH:5][CH:4]=[C:3]([C:7](=[S:9])[NH2:8])[CH:2]=1.N1C=CC=CC=1.Br[CH:17]([CH2:22][CH3:23])[C:18](OC)=[O:19].[H-].[Na+].[F:26][C:27]([F:46])([F:45])[S:28](N([S:28]([C:27]([F:46])([F:45])[F:26])(=[O:30])=[O:29])C1C=CC=CC=1)(=[O:30])=[O:29], predict the reaction product. The product is: [CH2:22]([C:17]1[S:9][C:7]([C:3]2[CH:2]=[N:1][CH:6]=[CH:5][CH:4]=2)=[N:8][C:18]=1[O:19][S:28]([C:27]([F:46])([F:45])[F:26])(=[O:30])=[O:29])[CH3:23]. (6) The product is: [CH3:1][N:2]1[CH:6]=[C:5]([CH:7]([CH3:10])[CH2:8][NH:9][C:29](=[O:30])[C:28]2[CH:32]=[C:24]([C:21]3[N:20]=[C:19]([C:18]([F:34])([F:33])[F:17])[O:23][N:22]=3)[CH:25]=[N:26][CH:27]=2)[N:4]=[C:3]1[C:11]1[CH:16]=[CH:15][CH:14]=[CH:13][CH:12]=1. Given the reactants [CH3:1][N:2]1[CH:6]=[C:5]([CH:7]([CH3:10])[CH2:8][NH2:9])[N:4]=[C:3]1[C:11]1[CH:16]=[CH:15][CH:14]=[CH:13][CH:12]=1.[F:17][C:18]([F:34])([F:33])[C:19]1[O:23][N:22]=[C:21]([C:24]2[CH:25]=[N:26][CH:27]=[C:28]([CH:32]=2)[C:29](O)=[O:30])[N:20]=1, predict the reaction product. (7) Given the reactants C(Cl)(=O)C(Cl)=O.CS(C)=O.[OH:11][CH:12]1[C:16]2[N:17]=[CH:18][N:19]=[C:20]([N:21]3[CH2:26][CH2:25][N:24]([C:27]([O:29][C:30]([CH3:33])([CH3:32])[CH3:31])=[O:28])[CH2:23][CH2:22]3)[C:15]=2[C@H:14]([CH3:34])[CH2:13]1.O, predict the reaction product. The product is: [CH3:34][C@H:14]1[C:15]2[C:20]([N:21]3[CH2:26][CH2:25][N:24]([C:27]([O:29][C:30]([CH3:33])([CH3:32])[CH3:31])=[O:28])[CH2:23][CH2:22]3)=[N:19][CH:18]=[N:17][C:16]=2[C:12](=[O:11])[CH2:13]1. (8) Given the reactants S(Cl)([Cl:3])=O.[F:5][C:6]1[CH:7]=[C:8]([C@@H:13]2[CH2:15][C@H:14]2[C:16]([OH:18])=O)[CH:9]=[CH:10][C:11]=1[F:12], predict the reaction product. The product is: [F:5][C:6]1[CH:7]=[C:8]([C@@H:13]2[CH2:15][C@H:14]2[C:16]([Cl:3])=[O:18])[CH:9]=[CH:10][C:11]=1[F:12]. (9) The product is: [CH:28]([N:23]1[C:24](=[O:27])[CH:25]=[CH:26][C:21]([C:12]2[S:11][C:10]([NH:9][C:7](=[O:8])[C:6]3[CH:31]=[CH:32][C:3]([CH2:2][NH:37][CH2:36][CH2:35][O:34][CH3:33])=[CH:4][CH:5]=3)=[N:14][C:13]=2[C:15]2[CH:16]=[CH:17][CH:18]=[CH:19][CH:20]=2)=[N:22]1)([CH3:30])[CH3:29]. Given the reactants Cl[CH2:2][C:3]1[CH:32]=[CH:31][C:6]([C:7]([NH:9][C:10]2[S:11][C:12]([C:21]3[CH:26]=[CH:25][C:24](=[O:27])[N:23]([CH:28]([CH3:30])[CH3:29])[N:22]=3)=[C:13]([C:15]3[CH:20]=[CH:19][CH:18]=[CH:17][CH:16]=3)[N:14]=2)=[O:8])=[CH:5][CH:4]=1.[CH3:33][O:34][CH2:35][CH2:36][NH2:37].C(OCC)(=O)C.C(=O)([O-])O.[Na+], predict the reaction product. (10) Given the reactants Cl[C:2]1[N:3]=[C:4]([NH:21][C:22]2[CH:27]=[CH:26][CH:25]=[C:24]([S:28]([NH2:31])(=[O:30])=[O:29])[CH:23]=2)[C:5]2[CH:10]=[CH:9][N:8]([S:11]([C:14]3[CH:20]=[CH:19][C:17]([CH3:18])=[CH:16][CH:15]=3)(=[O:13])=[O:12])[C:6]=2[N:7]=1.[NH2:32][C:33]1[CH:38]=[CH:37][C:36]([N:39]2[CH2:44][CH2:43][N:42]([C:45](=[O:47])[CH3:46])[CH2:41][CH2:40]2)=[CH:35][CH:34]=1.C[Si](Cl)(C)C, predict the reaction product. The product is: [C:45]([N:42]1[CH2:41][CH2:40][N:39]([C:36]2[CH:37]=[CH:38][C:33]([NH:32][C:2]3[N:3]=[C:4]([NH:21][C:22]4[CH:23]=[C:24]([S:28]([NH2:31])(=[O:29])=[O:30])[CH:25]=[CH:26][CH:27]=4)[C:5]4[CH:10]=[CH:9][N:8]([S:11]([C:14]5[CH:20]=[CH:19][C:17]([CH3:18])=[CH:16][CH:15]=5)(=[O:13])=[O:12])[C:6]=4[N:7]=3)=[CH:34][CH:35]=2)[CH2:44][CH2:43]1)(=[O:47])[CH3:46].